Binary Classification. Given a miRNA mature sequence and a target amino acid sequence, predict their likelihood of interaction. From a dataset of Experimentally validated miRNA-target interactions with 360,000+ pairs, plus equal number of negative samples. The miRNA is cel-miR-51-5p with sequence UACCCGUAGCUCCUAUCCAUGUU. The protein sequence of the target gene is MLPAAMKGLGLALLAVLLCSAPAHGLWCQDCTLTTNSSHCTPKQCQPSDTVCASVRITDPSSSRKDHSVNKMCASSCDFVKRHFFSDYLMGFINSGILKVDVDCCEKDLCNGAAGAGHSPWALAGGLLLSLGPALLWAGP. Result: 0 (no interaction).